From a dataset of Reaction yield outcomes from USPTO patents with 853,638 reactions. Predict the reaction yield, written as a fraction of the theoretical maximum amount of product (1.0 means a 100% yield; for example, 0.34 means a 34% yield). The reactants are P(Cl)(Cl)(Cl)(Cl)[Cl:2].[CH3:7][C:8]([CH3:16])([C:13](=O)[CH3:14])[C:9]([O:11][CH3:12])=[O:10]. The product is [Cl:2][C:13](=[CH2:14])[C:8]([CH3:16])([CH3:7])[C:9]([O:11][CH3:12])=[O:10]. The yield is 0.230. The catalyst is C(Cl)Cl.CN(C=O)C.